From a dataset of Peptide-MHC class II binding affinity with 134,281 pairs from IEDB. Regression. Given a peptide amino acid sequence and an MHC pseudo amino acid sequence, predict their binding affinity value. This is MHC class II binding data. (1) The peptide sequence is QKFVDTILSENGVVA. The MHC is DRB1_0101 with pseudo-sequence DRB1_0101. The binding affinity (normalized) is 1.00. (2) The peptide sequence is FDISKISGEWYSIFL. The MHC is HLA-DPA10103-DPB10401 with pseudo-sequence HLA-DPA10103-DPB10401. The binding affinity (normalized) is 0.569. (3) The MHC is HLA-DQA10104-DQB10503 with pseudo-sequence HLA-DQA10104-DQB10503. The peptide sequence is DKFTVFEAAFNDAIK. The binding affinity (normalized) is 0.600. (4) The peptide sequence is KEKVYLSWVPAHKGIGGNE. The binding affinity (normalized) is 0.683. The MHC is H-2-IAd with pseudo-sequence H-2-IAd. (5) The peptide sequence is GTKTEAEDVIPEGWK. The MHC is DRB1_0701 with pseudo-sequence DRB1_0701. The binding affinity (normalized) is 0.0407. (6) The peptide sequence is SKFMQEINIEEQEYQ. The MHC is DRB1_1101 with pseudo-sequence DRB1_1101. The binding affinity (normalized) is 0.289. (7) The peptide sequence is EITGIMKDFDEPGHL. The MHC is HLA-DQA10104-DQB10503 with pseudo-sequence HLA-DQA10104-DQB10503. The binding affinity (normalized) is 0.467.